Task: Predict which catalyst facilitates the given reaction.. Dataset: Catalyst prediction with 721,799 reactions and 888 catalyst types from USPTO Reactant: [Br:1][CH2:2][CH2:3][CH2:4]Br.C(=O)([O-])[O-].[K+].[K+].[Cl:12][C:13]1[CH:18]=[C:17]([O:19][CH2:20][C:21]2[CH:26]=[CH:25][CH:24]=[CH:23][CH:22]=2)[CH:16]=[C:15]([Cl:27])[C:14]=1[OH:28].O. Product: [Cl:12][C:13]1[CH:18]=[C:17]([O:19][CH2:20][C:21]2[CH:22]=[CH:23][CH:24]=[CH:25][CH:26]=2)[CH:16]=[C:15]([Cl:27])[C:14]=1[O:28][CH2:4][CH2:3][CH2:2][Br:1]. The catalyst class is: 9.